From a dataset of Reaction yield outcomes from USPTO patents with 853,638 reactions. Predict the reaction yield, written as a fraction of the theoretical maximum amount of product (1.0 means a 100% yield; for example, 0.34 means a 34% yield). (1) The reactants are FC(F)(F)C(O)=O.[F:8][C:9]([F:26])([F:25])[CH2:10][O:11][CH:12]1[CH2:17][CH2:16][N:15](C(OC(C)(C)C)=O)[CH2:14][CH2:13]1. The catalyst is C(Cl)Cl. The product is [F:26][C:9]([F:8])([F:25])[CH2:10][O:11][CH:12]1[CH2:17][CH2:16][NH:15][CH2:14][CH2:13]1. The yield is 0.830. (2) The reactants are [F:1][C:2]([F:6])([F:5])[CH2:3][OH:4].[N:7]1([C:12]2[CH:40]=[CH:39][C:15]([CH2:16][CH:17]([NH:29][S:30]([C:33]3[CH:34]=[N:35][CH:36]=[CH:37][CH:38]=3)(=[O:32])=[O:31])[C:18]3[N:23]=[C:22]([NH:24][CH2:25][C:26](O)=[O:27])[CH:21]=[CH:20][CH:19]=3)=[CH:14][CH:13]=2)[CH:11]=[CH:10][CH:9]=[N:8]1.Cl.O1CCOCC1. No catalyst specified. The product is [F:1][C:2]([F:6])([F:5])[CH2:3][O:4][C:26](=[O:27])[CH2:25][NH:24][C:22]1[CH:21]=[CH:20][CH:19]=[C:18]([CH:17]([CH2:16][C:15]2[CH:39]=[CH:40][C:12]([N:7]3[CH:11]=[CH:10][CH:9]=[N:8]3)=[CH:13][CH:14]=2)[NH:29][S:30]([C:33]2[CH:34]=[N:35][CH:36]=[CH:37][CH:38]=2)(=[O:32])=[O:31])[N:23]=1. The yield is 0.270.